From a dataset of Reaction yield outcomes from USPTO patents with 853,638 reactions. Predict the reaction yield, written as a fraction of the theoretical maximum amount of product (1.0 means a 100% yield; for example, 0.34 means a 34% yield). (1) The reactants are [CH:1]1([CH:4]([NH:6][C:7]([C:9]2[C:17]3[C:12](=[N:13][CH:14]=[C:15](Br)[N:16]=3)[N:11]([CH2:19][O:20][CH2:21][CH2:22][Si:23]([CH3:26])([CH3:25])[CH3:24])[CH:10]=2)=[O:8])[CH3:5])[CH2:3][CH2:2]1.[C:27]1([OH:33])[CH:32]=[CH:31][CH:30]=[CH:29][CH:28]=1.[O-]P([O-])([O-])=O.[K+].[K+].[K+].C(P(C(C)(C)C)C1C=CC=CC=1C1C=CC=CC=1N(C)C)(C)(C)C. The catalyst is CC([O-])=O.CC([O-])=O.[Pd+2].C1(C)C=CC=CC=1. The product is [CH:1]1([CH:4]([NH:6][C:7]([C:9]2[C:17]3[C:12](=[N:13][CH:14]=[C:15]([O:33][C:27]4[CH:32]=[CH:31][CH:30]=[CH:29][CH:28]=4)[N:16]=3)[N:11]([CH2:19][O:20][CH2:21][CH2:22][Si:23]([CH3:26])([CH3:25])[CH3:24])[CH:10]=2)=[O:8])[CH3:5])[CH2:3][CH2:2]1. The yield is 0.460. (2) The reactants are FC(F)(F)S(O[C:7]1[C:8]([C:18]([N:20]([O:22][CH3:23])[CH3:21])=[O:19])=[CH:9][C:10]([Cl:17])=[C:11]2[C:16]=1[N:15]=[CH:14][CH:13]=[CH:12]2)(=O)=O.[NH:26]1[CH2:30][CH2:29][C@@H:28]([OH:31])[CH2:27]1.C(=O)([O-])[O-].[Cs+].[Cs+]. The catalyst is O1CCCC1.ClCCl.C([O-])(=O)C.[Pd+2].C([O-])(=O)C.C1(P(C2C=CC=CC=2)C2C=CC3C(=CC=CC=3)C=2C2C3C(=CC=CC=3)C=CC=2P(C2C=CC=CC=2)C2C=CC=CC=2)C=CC=CC=1. The product is [Cl:17][C:10]1[CH:9]=[C:8]([C:18]([N:20]([O:22][CH3:23])[CH3:21])=[O:19])[C:7]([N:26]2[CH2:30][CH2:29][C@@H:28]([OH:31])[CH2:27]2)=[C:16]2[C:11]=1[CH:12]=[CH:13][CH:14]=[N:15]2. The yield is 0.910. (3) The reactants are Br[C:2]1[CH:3]=[C:4]([NH:22][CH2:23][C:24]2[CH:25]=[N:26][CH:27]=[CH:28][CH:29]=2)[CH:5]=[C:6]2[C:11]=1[N:10]=[CH:9][C:8]([C:12]#[N:13])=[C:7]2[NH:14][C:15]1[CH:20]=[CH:19][CH:18]=[C:17]([Cl:21])[CH:16]=1.[C:30]([NH2:38])(=[O:37])[C:31]1[CH:36]=[CH:35][CH:34]=[CH:33][CH:32]=1.[O-]P([O-])([O-])=O.[K+].[K+].[K+]. The catalyst is [Cu]I. The product is [Cl:21][C:17]1[CH:16]=[C:15]([NH:14][C:7]2[C:6]3[C:11](=[C:2]([NH:38][C:30](=[O:37])[C:31]4[CH:36]=[CH:35][CH:34]=[CH:33][CH:32]=4)[CH:3]=[C:4]([NH:22][CH2:23][C:24]4[CH:25]=[N:26][CH:27]=[CH:28][CH:29]=4)[CH:5]=3)[N:10]=[CH:9][C:8]=2[C:12]#[N:13])[CH:20]=[CH:19][CH:18]=1. The yield is 0.120. (4) The reactants are [CH3:1][NH:2][C:3]([CH:5]([NH:7][C:8](=O)[C:9]1[CH:14]=[CH:13][CH:12]=[N:11][CH:10]=1)[CH3:6])=O.COC1C=CC(P2(SP(C3C=CC(OC)=CC=3)(=S)S2)=[S:25])=CC=1. The catalyst is ClCCCl. The product is [CH3:1][NH:2][C:3]1[S:25][C:8]([C:9]2[CH:10]=[N:11][CH:12]=[CH:13][CH:14]=2)=[N:7][C:5]=1[CH3:6]. The yield is 0.680. (5) The reactants are [C:1]([O:5][C:6]([NH:8][CH2:9][CH2:10][O:11][CH2:12][CH2:13][O:14][CH2:15][CH2:16][NH2:17])=[O:7])([CH3:4])([CH3:3])[CH3:2].[C:18]1(=[O:24])[O:23][C:21](=[O:22])[CH2:20][CH2:19]1. No catalyst specified. The product is [C:1]([O:5][C:6]([NH:8][CH2:9][CH2:10][O:11][CH2:12][CH2:13][O:14][CH2:15][CH2:16][NH:17][C:18](=[O:24])[CH2:19][CH2:20][C:21]([OH:23])=[O:22])=[O:7])([CH3:4])([CH3:3])[CH3:2]. The yield is 0.980. (6) The reactants are [N:1]([CH2:4][CH2:5][N:6]1[C:10]2[CH:11]=[CH:12][C:13]([C:15]([OH:17])=O)=[CH:14][C:9]=2[N:8]=[CH:7]1)=[N+:2]=[N-:3].C1C=CC2N(O)N=NC=2C=1.CCN(C(C)C)C(C)C.[NH:37]1[CH:46]2[CH:41]([CH2:42][CH2:43][CH2:44][CH2:45]2)[CH2:40][CH2:39][CH2:38]1.CCN=C=NCCCN(C)C.Cl. The catalyst is CN(C=O)C. The product is [N:1]([CH2:4][CH2:5][N:6]1[C:10]2[CH:11]=[CH:12][C:13]([C:15]([N:37]3[CH:46]4[CH:41]([CH2:42][CH2:43][CH2:44][CH2:45]4)[CH2:40][CH2:39][CH2:38]3)=[O:17])=[CH:14][C:9]=2[N:8]=[CH:7]1)=[N+:2]=[N-:3]. The yield is 0.980. (7) The reactants are [NH:1]1[CH2:6][CH2:5][CH:4]([C:7]2[CH:15]=[CH:14][CH:13]=[C:12]3[C:8]=2[CH2:9][C:10](=[O:16])[NH:11]3)[CH2:3][CH2:2]1.[CH3:17][N:18]1[CH2:23][CH2:22][C:21]2=[C:24]([CH:27]=O)[NH:25][CH:26]=[C:20]2[C:19]1=[O:29]. The catalyst is N1CCCCC1.C(O)C. The product is [CH3:17][N:18]1[CH2:23][CH2:22][C:21]2=[C:24]([CH:27]=[C:9]3[C:8]4[C:12](=[CH:13][CH:14]=[CH:15][C:7]=4[CH:4]4[CH2:3][CH2:2][NH:1][CH2:6][CH2:5]4)[NH:11][C:10]3=[O:16])[NH:25][CH:26]=[C:20]2[C:19]1=[O:29]. The yield is 0.570. (8) The reactants are [Br:1][C:2]1[CH:3]=[CH:4][C:5]2[O:14][CH2:13][CH2:12][C:11]3[C:7](=[N:8][NH:9][CH:10]=3)[C:6]=2[CH:15]=1.Cl[C:17]1[N:21]([CH:22]([CH3:24])[CH3:23])[N:20]=[CH:19][N:18]=1. No catalyst specified. The product is [Br:1][C:2]1[CH:3]=[CH:4][C:5]2[O:14][CH2:13][CH2:12][C:11]3[C:7](=[N:8][N:9]([C:17]4[N:21]([CH:22]([CH3:24])[CH3:23])[N:20]=[CH:19][N:18]=4)[CH:10]=3)[C:6]=2[CH:15]=1. The yield is 0.590.